From a dataset of Forward reaction prediction with 1.9M reactions from USPTO patents (1976-2016). Predict the product of the given reaction. (1) Given the reactants [CH2:1]1[C:6]2[NH:7][C:8]3[C:13]([C:14](=[O:15])[C:5]=2[CH2:4][C:3]2[NH:16][C:17]4[C:22]([C:23](=[O:24])[C:2]1=2)=[CH:21][CH:20]=[CH:19][CH:18]=4)=[CH:12][CH:11]=[CH:10][CH:9]=3.[OH-].[Na+].S(=O)(=O)(O)O.[N+](C1C=C(S([O-])(=O)=O)C=CC=1)([O-])=O.[Na+], predict the reaction product. The product is: [CH:20]1[CH:21]=[C:22]2[C:23]([C:2]3[C:3]([NH:16][C:17]2=[CH:18][CH:19]=1)=[CH:4][C:5]1[C:14]([C:13]2[C:8]([NH:7][C:6]=1[CH:1]=3)=[CH:9][CH:10]=[CH:11][CH:12]=2)=[O:15])=[O:24]. (2) Given the reactants Br[C:2]1[CH:7]=[C:6]([CH3:8])[N:5]=[C:4]([CH3:9])[N:3]=1.[F:10][C:11]1[CH:12]=[C:13](B(O)O)[CH:14]=[C:15]([F:17])[CH:16]=1.[F-].[K+].C(=O)([O-])[O-].[Na+].[Na+].C1(P(C2C=CC=CC=2)C2C=CC=CC=2)C=CC=CC=1, predict the reaction product. The product is: [F:10][C:11]1[CH:12]=[C:13]([C:2]2[CH:7]=[C:6]([CH3:8])[N:5]=[C:4]([CH3:9])[N:3]=2)[CH:14]=[C:15]([F:17])[CH:16]=1. (3) Given the reactants [C:1]([O:6][CH2:7][CH2:8][O:9][C:10]1[CH:23]=[CH:22][C:21]2[S:20][C:19]3[C:14](=[CH:15][CH:16]=[CH:17][CH:18]=3)[C:13](=[O:24])[C:12]=2[CH:11]=1)(=[O:5])[C:2]([CH3:4])=[CH2:3].B.[Na].CO.O, predict the reaction product. The product is: [OH:24][CH:13]1[C:12]2[CH:11]=[C:10]([O:9][CH2:8][CH2:7][O:6][C:1](=[O:5])[C:2]([CH3:4])=[CH2:3])[CH:23]=[CH:22][C:21]=2[S:20][C:19]2[C:14]1=[CH:15][CH:16]=[CH:17][CH:18]=2. (4) Given the reactants Br[C:2]1[CH:3]=[CH:4][C:5]2[N:6]([C:8]([C:11]([N:13]3[CH2:18][CH2:17][CH:16]([C:19]4[CH:24]=[C:23]([F:25])[CH:22]=[C:21]([F:26])[C:20]=4[C:27]([F:30])([F:29])[F:28])[CH2:15][CH2:14]3)=[O:12])=[N:9][N:10]=2)[CH:7]=1.[CH3:31][N:32](C=O)C, predict the reaction product. The product is: [F:26][C:21]1[C:20]([C:27]([F:30])([F:29])[F:28])=[C:19]([CH:16]2[CH2:17][CH2:18][N:13]([C:11]([C:8]3[N:6]4[CH:7]=[C:2]([C:31]#[N:32])[CH:3]=[CH:4][C:5]4=[N:10][N:9]=3)=[O:12])[CH2:14][CH2:15]2)[CH:24]=[C:23]([F:25])[CH:22]=1. (5) Given the reactants [NH2:1][C:2]1[CH:7]=[CH:6][C:5]([S:8][C:9]2[C:22](=[O:23])[O:21][C:20]3[C:19]4[CH:18]=[CH:17][CH:16]=[CH:15][C:14]=4[N:13]([C:24]4[CH:29]=[CH:28][CH:27]=[CH:26][CH:25]=4)[C:12](=[O:30])[C:11]=3[C:10]=2[OH:31])=[CH:4][CH:3]=1.[CH2:32]([S:35](Cl)(=[O:37])=[O:36])[CH2:33][CH3:34].Cl, predict the reaction product. The product is: [OH:31][C:10]1[C:11]2[C:12](=[O:30])[N:13]([C:24]3[CH:29]=[CH:28][CH:27]=[CH:26][CH:25]=3)[C:14]3[CH:15]=[CH:16][CH:17]=[CH:18][C:19]=3[C:20]=2[O:21][C:22](=[O:23])[C:9]=1[S:8][C:5]1[CH:6]=[CH:7][C:2]([NH:1][S:35]([CH2:32][CH2:33][CH3:34])(=[O:37])=[O:36])=[CH:3][CH:4]=1. (6) Given the reactants [CH:1]([N:4]1[CH2:9][CH2:8][CH:7]([C:10]([O:12]CC)=[O:11])[CH2:6][CH2:5]1)([CH3:3])[CH3:2].O.[OH-].[Li+:17], predict the reaction product. The product is: [CH:1]([N:4]1[CH2:5][CH2:6][CH:7]([C:10]([O-:12])=[O:11])[CH2:8][CH2:9]1)([CH3:3])[CH3:2].[Li+:17]. (7) Given the reactants [Cl:1][C:2]1[CH:3]=[C:4]([C:12](OC)=[O:13])[C:5]2[O:9][C:8](=[O:10])[NH:7][C:6]=2[CH:11]=1.[H-].[H-].[H-].[H-].[Li+].[Al+3], predict the reaction product. The product is: [Cl:1][C:2]1[CH:3]=[C:4]([CH2:12][OH:13])[C:5]2[O:9][C:8](=[O:10])[NH:7][C:6]=2[CH:11]=1.